From a dataset of Reaction yield outcomes from USPTO patents with 853,638 reactions. Predict the reaction yield, written as a fraction of the theoretical maximum amount of product (1.0 means a 100% yield; for example, 0.34 means a 34% yield). The reactants are [CH2:1]([O:4][C:5]1[C:14]2[C:15](=[O:27])[N:16]([CH2:19][C:20]3[CH:25]=[CH:24][C:23]([F:26])=[CH:22][CH:21]=3)[C:17](=[O:18])[C:13]=2[C:12]([O:28]COC)=[C:11]2[C:6]=1[CH:7]=[CH:8][CH:9]=[N:10]2)[CH:2]=[CH2:3].FC(F)(F)C(O)=O. The yield is 0.440. The product is [CH2:1]([O:4][C:5]1[C:14]2[C:15](=[O:27])[N:16]([CH2:19][C:20]3[CH:25]=[CH:24][C:23]([F:26])=[CH:22][CH:21]=3)[C:17](=[O:18])[C:13]=2[C:12]([OH:28])=[C:11]2[C:6]=1[CH:7]=[CH:8][CH:9]=[N:10]2)[CH:2]=[CH2:3]. The catalyst is ClCCl.